This data is from Reaction yield outcomes from USPTO patents with 853,638 reactions. The task is: Predict the reaction yield, written as a fraction of the theoretical maximum amount of product (1.0 means a 100% yield; for example, 0.34 means a 34% yield). (1) The reactants are [I-].C[O:3][C:4]([CH2:6][CH2:7][C:8]1[CH:21]=[CH:20][C:19]2[C:10](=[C:11]([CH3:23])[C:12]3[C:17]([N+:18]=2[CH3:22])=[CH:16][CH:15]=[CH:14][CH:13]=3)[CH:9]=1)=[O:5].[ClH:24]. No catalyst specified. The product is [Cl-:24].[C:4]([CH2:6][CH2:7][C:8]1[CH:21]=[CH:20][C:19]2[C:10](=[C:11]([CH3:23])[C:12]3[C:17]([N+:18]=2[CH3:22])=[CH:16][CH:15]=[CH:14][CH:13]=3)[CH:9]=1)([OH:5])=[O:3]. The yield is 0.960. (2) The product is [CH2:1]([O:8][C:9]1[C:10]([Cl:28])=[C:11]([C:12]([F:15])=[CH:13][CH:14]=1)[CH2:16][C:17]1[C:25]2[C:20](=[N:21][CH:22]=[CH:23][CH:24]=2)[NH:19][CH:18]=1)[C:2]1[CH:3]=[CH:4][CH:5]=[CH:6][CH:7]=1. The reactants are [CH2:1]([O:8][C:9]1[C:10]([Cl:28])=[C:11]([CH:16](OC)[C:17]2[C:25]3[C:20](=[N:21][CH:22]=[CH:23][CH:24]=3)[NH:19][CH:18]=2)[C:12]([F:15])=[CH:13][CH:14]=1)[C:2]1[CH:7]=[CH:6][CH:5]=[CH:4][CH:3]=1.FC(F)(F)C(O)=O.C([SiH](CC)CC)C. The catalyst is C(#N)C. The yield is 0.700. (3) The reactants are [CH3:1][S:2]([C:5]1[CH:6]=[C:7]([S:11]([N:14]2[C:18]([C:19]3[CH:24]=[CH:23][CH:22]=[CH:21][CH:20]=3)=[CH:17][C:16]([CH:25]=O)=[CH:15]2)(=[O:13])=[O:12])[CH:8]=[CH:9][CH:10]=1)(=[O:4])=[O:3].CO.[CH3:29][NH2:30].[BH4-].[Na+].[ClH:33].C(=O)([O-])O.[Na+]. The catalyst is CO. The product is [ClH:33].[CH3:29][NH:30][CH2:25][C:16]1[CH:17]=[C:18]([C:19]2[CH:24]=[CH:23][CH:22]=[CH:21][CH:20]=2)[N:14]([S:11]([C:7]2[CH:8]=[CH:9][CH:10]=[C:5]([S:2]([CH3:1])(=[O:4])=[O:3])[CH:6]=2)(=[O:13])=[O:12])[CH:15]=1. The yield is 0.830. (4) The reactants are [F:1][C:2]1[C:7]2[N:8]=[C:9]([CH3:11])[O:10][C:6]=2[C:5]2[NH:12][C:13](=[O:23])[N:14]([C:15]3[CH:20]=[CH:19][C:18]([I:21])=[CH:17][C:16]=3[F:22])[C:4]=2[C:3]=1[F:24].[CH:25]1([S:28](Cl)(=[O:30])=[O:29])[CH2:27][CH2:26]1. The catalyst is CN(C1C=CN=CC=1)C. The product is [CH:25]1([S:28]([N:12]2[C:5]3[C:6]4[O:10][C:9]([CH3:11])=[N:8][C:7]=4[C:2]([F:1])=[C:3]([F:24])[C:4]=3[N:14]([C:15]3[CH:20]=[CH:19][C:18]([I:21])=[CH:17][C:16]=3[F:22])[C:13]2=[O:23])(=[O:30])=[O:29])[CH2:27][CH2:26]1. The yield is 0.563. (5) The reactants are Cl[C:2]1[C:11]2[C:6](=[CH:7][C:8]([CH3:12])=[CH:9][CH:10]=2)[N:5]=[C:4]([C:13]2[CH:18]=[CH:17][CH:16]=[CH:15][C:14]=2[O:19]C)[N:3]=1.COC1C=CC=CC=1C1N=[C:37]([NH:39][CH2:40][C:41]2[O:42][C:43]([CH3:46])=[N:44][N:45]=2)C2C(=CC(C)=CC=2)N=1.C(O)(=O)C(O)=O.CC1OC(CN)=NN=1.C(N(CC)CC)C. The catalyst is CN(C=O)C. The product is [CH3:12][C:8]1[CH:7]=[C:6]2[C:11]([C:2]([N:39]([CH3:37])[CH2:40][C:41]3[O:42][C:43]([CH3:46])=[N:44][N:45]=3)=[N:3][C:4]([C:13]3[CH:18]=[CH:17][CH:16]=[CH:15][C:14]=3[OH:19])=[N:5]2)=[CH:10][CH:9]=1. The yield is 0.560.